From a dataset of Blood-brain barrier penetration binary classification data from Martins et al.. Regression/Classification. Given a drug SMILES string, predict its absorption, distribution, metabolism, or excretion properties. Task type varies by dataset: regression for continuous measurements (e.g., permeability, clearance, half-life) or binary classification for categorical outcomes (e.g., BBB penetration, CYP inhibition). Dataset: bbb_martins. (1) The result is 1 (penetrates BBB). The drug is CC(C)(C)OC(=O)c1ncn2c1[C@@H]1CCCN1C(=O)c1c(Br)cccc1-2. (2) The drug is CN(C)[C@@H]1C(=O)/C(=C(/O)NCN2CCCC2)C(=O)[C@@]2(O)C(=O)C3=C(O)c4c(O)cccc4[C@@](C)(O)[C@H]3C[C@@H]12. The result is 1 (penetrates BBB).